The task is: Predict the reactants needed to synthesize the given product.. This data is from Full USPTO retrosynthesis dataset with 1.9M reactions from patents (1976-2016). (1) Given the product [N+:1]([C:4]1[CH:9]=[CH:8][C:7]([CH2:10][C:11]([N:29]2[CH2:30][CH2:31][N:26]([CH2:24][CH3:25])[CH2:27][CH2:28]2)=[O:13])=[C:6]([C:14]([F:17])([F:16])[F:15])[CH:5]=1)([O-:3])=[O:2], predict the reactants needed to synthesize it. The reactants are: [N+:1]([C:4]1[CH:9]=[CH:8][C:7]([CH2:10][C:11]([OH:13])=O)=[C:6]([C:14]([F:17])([F:16])[F:15])[CH:5]=1)([O-:3])=[O:2].C(Cl)(=O)C(Cl)=O.[CH2:24]([N:26]1[CH2:31][CH2:30][NH:29][CH2:28][CH2:27]1)[CH3:25]. (2) Given the product [OH:22][C:8]1[C:9]([C:13]([N:15]2[CH2:20][CH2:19][N:18]([CH3:21])[CH2:17][CH2:16]2)=[O:14])=[CH:10][CH:11]=[CH:12][C:7]=1[NH:6][C:5]1[C:4](=[O:23])[C:3](=[O:24])[C:2]=1[NH:28][C:27]1[CH:29]=[CH:30][CH:31]=[CH:32][C:26]=1[F:25], predict the reactants needed to synthesize it. The reactants are: Cl[C:2]1[C:3](=[O:24])[C:4](=[O:23])[C:5]=1[NH:6][C:7]1[CH:12]=[CH:11][CH:10]=[C:9]([C:13]([N:15]2[CH2:20][CH2:19][N:18]([CH3:21])[CH2:17][CH2:16]2)=[O:14])[C:8]=1[OH:22].[F:25][C:26]1[CH:32]=[CH:31][CH:30]=[CH:29][C:27]=1[NH2:28]. (3) Given the product [Br:1][C:20]1[N:21]=[CH:22][C:17]([N:12]2[CH2:11][C@H:10]([CH3:9])[O:15][C@H:14]([CH3:16])[CH2:13]2)=[N:18][C:19]=1[C:23]1[CH:27]=[CH:26][O:25][C:24]=1[CH3:28], predict the reactants needed to synthesize it. The reactants are: [Br:1]N1C(=O)CCC1=O.[CH3:9][C@H:10]1[O:15][C@@H:14]([CH3:16])[CH2:13][N:12]([C:17]2[CH:22]=[N:21][CH:20]=[C:19]([C:23]3[CH:27]=[CH:26][O:25][C:24]=3[CH3:28])[N:18]=2)[CH2:11]1. (4) Given the product [C:27]([C:24]1[CH:23]=[CH:22][C:21]([CH:9]([O:10][C:11]2[CH:16]=[CH:15][C:14]([O:17][CH3:18])=[C:13]([O:19][CH3:20])[CH:12]=2)[CH2:8][CH2:7][CH2:6][N:35]2[CH2:34][CH:33]3[CH2:29][N:30]([C:37]([O:39][C:40]([CH3:43])([CH3:42])[CH3:41])=[O:38])[CH2:31][CH:32]3[CH2:36]2)=[CH:26][CH:25]=1)#[N:28], predict the reactants needed to synthesize it. The reactants are: CS(O[CH2:6][CH2:7][CH2:8][CH:9]([C:21]1[CH:26]=[CH:25][C:24]([C:27]#[N:28])=[CH:23][CH:22]=1)[O:10][C:11]1[CH:16]=[CH:15][C:14]([O:17][CH3:18])=[C:13]([O:19][CH3:20])[CH:12]=1)(=O)=O.[CH2:29]1[CH:33]2[CH2:34][NH:35][CH2:36][CH:32]2[CH2:31][N:30]1[C:37]([O:39][C:40]([CH3:43])([CH3:42])[CH3:41])=[O:38].C([O-])([O-])=O.[Cs+].[Cs+]. (5) Given the product [Cl:1][C:2]1[CH:3]=[C:4]2[C:9](=[C:10]([NH:18][CH:16]([CH3:17])[CH3:15])[N:11]=1)[C:8](=[O:13])[N:7]([CH3:14])[CH:6]=[CH:5]2, predict the reactants needed to synthesize it. The reactants are: [Cl:1][C:2]1[CH:3]=[C:4]2[C:9](=[C:10](Cl)[N:11]=1)[C:8](=[O:13])[N:7]([CH3:14])[CH:6]=[CH:5]2.[CH3:15][CH:16]([NH2:18])[CH3:17].CCN(C(C)C)C(C)C. (6) Given the product [NH2:33][C:18]1[C:17]2[N:26]=[C:14]([CH2:13][Cl:12])[N:15]([CH2:27][C:28]([CH3:31])([OH:30])[CH3:29])[C:16]=2[C:25]2[CH:24]=[CH:23][CH:22]=[CH:21][C:20]=2[N:19]=1, predict the reactants needed to synthesize it. The reactants are: C1C=C(Cl)C=C(C(OO)=O)C=1.[Cl:12][CH2:13][C:14]1[N:15]([CH2:27][C:28]([CH3:31])([OH:30])[CH3:29])[C:16]2[C:25]3[CH:24]=[CH:23][CH:22]=[CH:21][C:20]=3[N:19]=[CH:18][C:17]=2[N:26]=1.[OH-].[NH4+:33].C1(C)C=CC(S(Cl)(=O)=O)=CC=1. (7) Given the product [OH:7][C:8]1[CH:13]=[C:12]([C:14]2[N:22]3[C:17]([CH:18]=[CH:19][CH:20]=[CH:21]3)=[CH:16][C:15]=2[C:23]([O:25][CH2:26][CH3:27])=[O:24])[CH:11]=[CH:10][N:9]=1, predict the reactants needed to synthesize it. The reactants are: I[Si](C)(C)C.C[O:7][C:8]1[CH:13]=[C:12]([C:14]2[N:22]3[C:17]([CH:18]=[CH:19][CH:20]=[CH:21]3)=[CH:16][C:15]=2[C:23]([O:25][CH2:26][CH3:27])=[O:24])[CH:11]=[CH:10][N:9]=1.CO.